Dataset: NCI-60 drug combinations with 297,098 pairs across 59 cell lines. Task: Regression. Given two drug SMILES strings and cell line genomic features, predict the synergy score measuring deviation from expected non-interaction effect. Drug 1: CC1=C(C(=CC=C1)Cl)NC(=O)C2=CN=C(S2)NC3=CC(=NC(=N3)C)N4CCN(CC4)CCO. Drug 2: CCN(CC)CCNC(=O)C1=C(NC(=C1C)C=C2C3=C(C=CC(=C3)F)NC2=O)C. Cell line: HL-60(TB). Synergy scores: CSS=-1.01, Synergy_ZIP=0.305, Synergy_Bliss=2.33, Synergy_Loewe=0.254, Synergy_HSA=0.422.